This data is from Reaction yield outcomes from USPTO patents with 853,638 reactions. The task is: Predict the reaction yield, written as a fraction of the theoretical maximum amount of product (1.0 means a 100% yield; for example, 0.34 means a 34% yield). (1) The reactants are O=[C:2]1[CH2:7][CH2:6][N:5]([C:8]([O:10][CH2:11][C:12]2[CH:17]=[CH:16][CH:15]=[CH:14][CH:13]=2)=[O:9])[CH2:4][CH2:3]1.Cl.[CH3:19][O:20][C:21](=[O:25])[CH2:22][CH2:23][NH2:24].C(O)(=O)C.C(O[BH-](OC(=O)C)OC(=O)C)(=O)C.[Na+]. The catalyst is ClC(Cl)C. The product is [CH3:19][O:20][C:21](=[O:25])[CH2:22][CH2:23][NH:24][CH:2]1[CH2:7][CH2:6][N:5]([C:8]([O:10][CH2:11][C:12]2[CH:17]=[CH:16][CH:15]=[CH:14][CH:13]=2)=[O:9])[CH2:4][CH2:3]1. The yield is 0.870. (2) The reactants are I[C:2]1[CH:7]=[CH:6][C:5]([C:8]2[CH:13]=[CH:12][C:11](I)=[CH:10][CH:9]=2)=[CH:4][CH:3]=1.[NH2:15][C:16]1[CH:21]=[CH:20][C:19]([C:22]2[CH:27]=[CH:26][CH:25]=[CH:24][CH:23]=2)=[CH:18][CH:17]=1.C(=O)([O-])[O-].[K+].[K+]. The catalyst is [Cu]. The product is [C:5]1([C:8]2[CH:13]=[CH:12][CH:11]=[CH:10][CH:9]=2)[CH:6]=[CH:7][C:2]([NH:15][C:16]2[CH:17]=[CH:18][C:19]([C:22]3[CH:27]=[CH:26][C:25]([NH:15][C:16]4[CH:17]=[CH:18][C:19]([C:22]5[CH:27]=[CH:26][CH:25]=[CH:24][CH:23]=5)=[CH:20][CH:21]=4)=[CH:24][CH:23]=3)=[CH:20][CH:21]=2)=[CH:3][CH:4]=1. The yield is 0.490. (3) The reactants are [NH2:1][C:2]1[CH:17]=[C:16]([F:18])[CH:15]=[CH:14][C:3]=1[C:4]([NH:6][C:7]1[CH:12]=[CH:11][CH:10]=[CH:9][C:8]=1[Cl:13])=[O:5].[Cl:19][CH2:20][C:21](Cl)=O. The catalyst is C(O)(=O)C. The product is [Cl:19][CH2:20][C:21]1[N:6]([C:7]2[CH:12]=[CH:11][CH:10]=[CH:9][C:8]=2[Cl:13])[C:4](=[O:5])[C:3]2[C:2](=[CH:17][C:16]([F:18])=[CH:15][CH:14]=2)[N:1]=1. The yield is 0.820. (4) The reactants are [F:1][C:2]([F:32])([F:31])[C:3]1[CH:26]=[C:25]([C:27]([F:30])([F:29])[F:28])[CH:24]=[CH:23][C:4]=1[CH2:5][O:6][C:7]1[CH:12]=[CH:11][C:10](/[CH:13]=[C:14]2/[C:15](=S)[NH:16][C:17](=[O:19])[S:18]/2)=[CH:9][C:8]=1[O:21][CH3:22].[N:33]1([CH2:38][CH2:39][CH2:40][NH2:41])[CH:37]=[CH:36][N:35]=[CH:34]1. The catalyst is CO. The product is [F:32][C:2]([F:1])([F:31])[C:3]1[CH:26]=[C:25]([C:27]([F:28])([F:30])[F:29])[CH:24]=[CH:23][C:4]=1[CH2:5][O:6][C:7]1[CH:12]=[CH:11][C:10](/[CH:13]=[C:14]2/[C:15]([NH:41][CH2:40][CH2:39][CH2:38][N:33]3[CH:37]=[CH:36][N:35]=[CH:34]3)=[N:16][C:17](=[O:19])[S:18]/2)=[CH:9][C:8]=1[O:21][CH3:22]. The yield is 0.900. (5) The reactants are [CH2:1]1[CH2:6][C@H:5]([C:7]([OH:9])=[O:8])[CH2:4][CH2:3][C@H:2]1[CH2:10][NH2:11].[C:12]([O:20][CH:21]([O:23][C:24](ON1C(=O)CCC1=O)=[O:25])[CH3:22])(=[O:19])[C:13]1[CH:18]=[CH:17][CH:16]=[CH:15][CH:14]=1. The catalyst is CC(OC)(C)C.CC(C)=O.O. The product is [C:12]([O:20][CH:21]([O:23][C:24]([NH:11][CH2:10][C@H:2]1[CH2:3][CH2:4][C@H:5]([C:7]([OH:9])=[O:8])[CH2:6][CH2:1]1)=[O:25])[CH3:22])(=[O:19])[C:13]1[CH:18]=[CH:17][CH:16]=[CH:15][CH:14]=1. The yield is 0.180. (6) The yield is 0.960. The reactants are C([O:3][C:4]([C:6]1[N:7]([C:15]2[CH:20]=[CH:19][C:18]([CH3:21])=[CH:17][CH:16]=2)[N:8]=[C:9]([C:11]([CH3:14])([CH3:13])[CH3:12])[CH:10]=1)=O)C.C1COCC1.CC(C[AlH]CC(C)C)C. The catalyst is C(OCC)C. The product is [C:11]([C:9]1[CH:10]=[C:6]([CH2:4][OH:3])[N:7]([C:15]2[CH:16]=[CH:17][C:18]([CH3:21])=[CH:19][CH:20]=2)[N:8]=1)([CH3:14])([CH3:12])[CH3:13]. (7) The reactants are [OH:1][C:2]1[CH:7]=[CH:6][C:5]([S:8][C:9]2[CH:14]=[CH:13][C:12]([NH:15][C:16]([C:18]3[O:19][CH:20]=[CH:21][CH:22]=3)=[O:17])=[CH:11][C:10]=2[N+:23]([O-])=O)=[CH:4][CH:3]=1.[NH4+].[Cl-]. The catalyst is [Fe]. The product is [NH2:23][C:10]1[CH:11]=[C:12]([NH:15][C:16]([C:18]2[O:19][CH:20]=[CH:21][CH:22]=2)=[O:17])[CH:13]=[CH:14][C:9]=1[S:8][C:5]1[CH:4]=[CH:3][C:2]([OH:1])=[CH:7][CH:6]=1. The yield is 0.900. (8) The reactants are O.NN.[C:4]([O:8][C:9](=[O:38])[NH:10][CH:11]1[CH2:16][CH2:15][N:14]([S:17]([C:20]2[CH:25]=[CH:24][C:23]([CH2:26][N:27]3C(=O)C4C(=CC=CC=4)C3=O)=[CH:22][CH:21]=2)(=[O:19])=[O:18])[CH2:13][CH2:12]1)([CH3:7])([CH3:6])[CH3:5]. The catalyst is C(O)C. The product is [C:4]([O:8][C:9](=[O:38])[NH:10][CH:11]1[CH2:16][CH2:15][N:14]([S:17]([C:20]2[CH:21]=[CH:22][C:23]([CH2:26][NH2:27])=[CH:24][CH:25]=2)(=[O:19])=[O:18])[CH2:13][CH2:12]1)([CH3:7])([CH3:5])[CH3:6]. The yield is 0.980. (9) The reactants are [CH3:1][Si](C=[N+]=[N-])(C)C.[Br:8][C:9]1[CH:14]=[CH:13][C:12]([NH:15][C:16]2[C:21]([C:22]([OH:24])=[O:23])=[CH:20][N:19]=[C:18]([Cl:25])[C:17]=2[F:26])=[C:11]([F:27])[CH:10]=1.C1COCC1. The catalyst is CO. The product is [CH3:1][O:23][C:22](=[O:24])[C:21]1[C:16]([NH:15][C:12]2[CH:13]=[CH:14][C:9]([Br:8])=[CH:10][C:11]=2[F:27])=[C:17]([F:26])[C:18]([Cl:25])=[N:19][CH:20]=1. The yield is 0.920.